From a dataset of Forward reaction prediction with 1.9M reactions from USPTO patents (1976-2016). Predict the product of the given reaction. (1) Given the reactants [F:1][C:2]1[CH:7]=[CH:6][CH:5]=[CH:4][C:3]=1[C:8](=O)[CH2:9][CH:10]([C:13]#[N:14])[C:11]#[N:12].[ClH:16].C(OCC)(=O)C, predict the reaction product. The product is: [Cl:16][C:11]1[NH:12][C:8]([C:3]2[CH:4]=[CH:5][CH:6]=[CH:7][C:2]=2[F:1])=[CH:9][C:10]=1[C:13]#[N:14]. (2) Given the reactants [CH3:1][O:2][C:3]([C:5]1[S:13][C:8]2=[CH:9][N:10]=[CH:11][CH:12]=[C:7]2[C:6]=1[NH2:14])=[O:4].[Cl:15][C:16]1[CH:17]=[C:18]([CH:20]=[CH:21][C:22]=1[F:23])N.C1C=CC(P(C2C(C3C(P(C4C=CC=CC=4)C4C=CC=CC=4)=CC=C4C=3C=CC=C4)=C3C(C=CC=C3)=CC=2)C2C=CC=CC=2)=CC=1.CC(C1C=C(C(C)C)C(C2C=CC=CC=2P(C2CCCCC2)C2CCCCC2)=C(C(C)C)C=1)C, predict the reaction product. The product is: [Cl:15][C:16]1[CH:17]=[C:18]([NH:14][C:6]2[C:7]3[C:8](=[CH:9][N:10]=[CH:11][CH:12]=3)[S:13][C:5]=2[C:3]([O:2][CH3:1])=[O:4])[CH:20]=[CH:21][C:22]=1[F:23].